From a dataset of Peptide-MHC class II binding affinity with 134,281 pairs from IEDB. Regression. Given a peptide amino acid sequence and an MHC pseudo amino acid sequence, predict their binding affinity value. This is MHC class II binding data. (1) The peptide sequence is KLAFLVQTEPRMLLM. The MHC is DRB3_0101 with pseudo-sequence DRB3_0101. The binding affinity (normalized) is 0.759. (2) The peptide sequence is SNPNYLALLVKYVNG. The MHC is DRB1_0404 with pseudo-sequence DRB1_0404. The binding affinity (normalized) is 0.360.